From a dataset of Forward reaction prediction with 1.9M reactions from USPTO patents (1976-2016). Predict the product of the given reaction. (1) Given the reactants [C:1]([O:5][C:6]([N:8]1[CH2:13][CH2:12][N:11]([C:14]2[C:15]3[CH:25]=[C:24]([CH2:26][CH3:27])[S:23][C:16]=3[N:17]=[C:18]([C:20](O)=[O:21])[N:19]=2)[CH2:10][CH2:9]1)=[O:7])([CH3:4])([CH3:3])[CH3:2].C(N1C=CN=C1)([N:30]1C=CN=C1)=O.N, predict the reaction product. The product is: [C:1]([O:5][C:6]([N:8]1[CH2:13][CH2:12][N:11]([C:14]2[C:15]3[CH:25]=[C:24]([CH2:26][CH3:27])[S:23][C:16]=3[N:17]=[C:18]([C:20](=[O:21])[NH2:30])[N:19]=2)[CH2:10][CH2:9]1)=[O:7])([CH3:2])([CH3:4])[CH3:3]. (2) Given the reactants [C:1]([O:7][CH2:8][N:9]1[C:13]2[N:14]=[N:15][CH:16]=[C:17]([C:18]3[CH:19]=[N:20][N:21]([C@@H:23]([C:27]4[CH:32]=[CH:31][CH:30]=[CH:29][CH:28]=4)[CH2:24][CH:25]=O)[CH:22]=3)[C:12]=2[CH:11]=[CH:10]1)(=[O:6])[C:2]([CH3:5])([CH3:4])[CH3:3].[OH-].[NH4+:34].II, predict the reaction product. The product is: [C:1]([O:7][CH2:8][N:9]1[C:13]2[N:14]=[N:15][CH:16]=[C:17]([C:18]3[CH:19]=[N:20][N:21]([C@@H:23]([C:27]4[CH:28]=[CH:29][CH:30]=[CH:31][CH:32]=4)[CH2:24][C:25]#[N:34])[CH:22]=3)[C:12]=2[CH:11]=[CH:10]1)(=[O:6])[C:2]([CH3:5])([CH3:3])[CH3:4]. (3) Given the reactants [CH:1]1([C:4](=[O:10])[CH2:5][C:6]([O:8][CH3:9])=[O:7])[CH2:3][CH2:2]1.S(Cl)([Cl:14])(=O)=O.O.C(Cl)(Cl)Cl, predict the reaction product. The product is: [Cl:14][CH:5]([C:4]([CH:1]1[CH2:3][CH2:2]1)=[O:10])[C:6]([O:8][CH3:9])=[O:7]. (4) Given the reactants [F:1][C:2]1[CH:3]=[C:4]2[C:8](=[C:9]([C:12]([OH:14])=O)[C:10]=1[F:11])[NH:7][CH:6]=[CH:5]2.CN(C(ON1N=NC2C=CC=CC1=2)=[N+](C)C)C.[B-](F)(F)(F)F.C(N(CC)C(C)C)(C)C.[C:46]([C:50]1[CH:67]=[CH:66][C:53]([CH2:54][NH:55][CH2:56][CH:57]([C:59]2[CH:64]=[CH:63][C:62]([F:65])=[CH:61][CH:60]=2)[OH:58])=[CH:52][CH:51]=1)([CH3:49])([CH3:48])[CH3:47], predict the reaction product. The product is: [C:46]([C:50]1[CH:67]=[CH:66][C:53]([CH2:54][N:55]([CH2:56][CH:57]([C:59]2[CH:60]=[CH:61][C:62]([F:65])=[CH:63][CH:64]=2)[OH:58])[C:12]([C:9]2[C:10]([F:11])=[C:2]([F:1])[CH:3]=[C:4]3[C:8]=2[NH:7][CH:6]=[CH:5]3)=[O:14])=[CH:52][CH:51]=1)([CH3:49])([CH3:47])[CH3:48].